Dataset: Forward reaction prediction with 1.9M reactions from USPTO patents (1976-2016). Task: Predict the product of the given reaction. (1) The product is: [F:20][C:18]1[CH:17]=[CH:16][CH:15]=[C:14]2[C:19]=1[C:11]([CH2:10][N:9]1[C:5]3[N:6]=[CH:7][NH:8][C:4]=3[C:2](=[O:3])[NH:1][C:37]1=[S:38])=[CH:12][N:13]2[C:21]([O:23][C:24]([CH3:27])([CH3:26])[CH3:25])=[O:22]. Given the reactants [NH2:1][C:2]([C:4]1[NH:8][CH:7]=[N:6][C:5]=1[NH:9][CH2:10][C:11]1[C:19]2[C:14](=[CH:15][CH:16]=[CH:17][C:18]=2[F:20])[N:13]([C:21]([O:23][C:24]([CH3:27])([CH3:26])[CH3:25])=[O:22])[CH:12]=1)=[O:3].C(N=[C:37]=[S:38])(=O)C1C=CC=CC=1, predict the reaction product. (2) Given the reactants [CH3:1][Mg]Br.CON(C)[C:7]([C:9]1[S:13][C:12]([C:14]2[CH:15]=[N:16][CH:17]=[CH:18][CH:19]=2)=[N:11][C:10]=1[C:20]([F:23])([F:22])[F:21])=[O:8], predict the reaction product. The product is: [N:16]1[CH:17]=[CH:18][CH:19]=[C:14]([C:12]2[S:13][C:9]([C:7](=[O:8])[CH3:1])=[C:10]([C:20]([F:21])([F:22])[F:23])[N:11]=2)[CH:15]=1. (3) Given the reactants [Br:1][C:2]1[CH:7]=[CH:6][N+:5]([O-])=[C:4]([CH3:9])[CH:3]=1.[C:10]([O:13]C(=O)C)(=[O:12])[CH3:11], predict the reaction product. The product is: [Br:1][C:2]1[CH:7]=[CH:6][N:5]=[C:4]([CH2:9][O:13][C:10](=[O:12])[CH3:11])[CH:3]=1. (4) Given the reactants C([N:3]([CH2:6][CH3:7])CC)C.[F:8][CH:9]([F:44])[O:10][C:11]1[CH:40]=[CH:39][C:14]([CH2:15][C:16]2[NH:17][C:18](=[O:38])[C:19]3[N:20]=[CH:21][N:22]([CH:25]([CH:35]([OH:37])[CH3:36])[CH2:26][CH2:27][CH2:28][C:29]4[CH:34]=[CH:33][CH:32]=[CH:31][CH:30]=4)[C:23]=3[N:24]=2)=[CH:13][C:12]=1[N+:41]([O-:43])=[O:42].CS(C)=[O:47].[OH-:49].[Na+], predict the reaction product. The product is: [C:35]([O:37][CH2:6][CH3:7])(=[O:47])[CH3:36].[CH3:9][OH:10].[NH4+:3].[OH-:49].[C:35]([CH:25]([N:22]1[CH:21]=[N:20][C:19]2[C:18](=[O:38])[NH:17][C:16]([CH2:15][C:14]3[CH:39]=[CH:40][C:11]([O:10][CH:9]([F:44])[F:8])=[C:12]([N+:41]([O-:43])=[O:42])[CH:13]=3)=[N:24][C:23]1=2)[CH2:26][CH2:27][CH2:28][C:29]1[CH:34]=[CH:33][CH:32]=[CH:31][CH:30]=1)(=[O:37])[CH3:36]. (5) Given the reactants C1(P(C2C=CC=CC=2)C2C=CC3C(=CC=CC=3)C=2C2C3C(=CC=CC=3)C=CC=2P(C2C=CC=CC=2)C2C=CC=CC=2)C=CC=CC=1.CC(C)([O-])C.[Na+].Br[C:54]1[CH:59]=[CH:58][C:57]([S:60][C:61]([F:64])([F:63])[F:62])=[CH:56][CH:55]=1.[NH:65]1[CH2:70][CH2:69][CH:68]([NH:71][C:72](=[O:92])[CH2:73][CH2:74][CH2:75][N:76]2[CH2:81][CH2:80][N:79]([C:82]3[CH:87]=[CH:86][C:85]([C:88]([F:91])([F:90])[F:89])=[CH:84][CH:83]=3)[CH2:78][CH2:77]2)[CH2:67][CH2:66]1, predict the reaction product. The product is: [F:91][C:88]([F:89])([F:90])[C:85]1[CH:86]=[CH:87][C:82]([N:79]2[CH2:80][CH2:81][N:76]([CH2:75][CH2:74][CH2:73][C:72]([NH:71][CH:68]3[CH2:69][CH2:70][N:65]([C:54]4[CH:59]=[CH:58][C:57]([S:60][C:61]([F:64])([F:63])[F:62])=[CH:56][CH:55]=4)[CH2:66][CH2:67]3)=[O:92])[CH2:77][CH2:78]2)=[CH:83][CH:84]=1. (6) Given the reactants C([O-])=O.[NH4+].[NH:5]1[C:13]2[C:8](=[CH:9][C:10]([NH:14][S:15]([CH:18]3[CH2:23][CH2:22][N:21](C(OCC4C=CC=CC=4)=O)[CH2:20][CH2:19]3)(=[O:17])=[O:16])=[CH:11][CH:12]=2)[CH:7]=[N:6]1, predict the reaction product. The product is: [NH:5]1[C:13]2[C:8](=[CH:9][C:10]([NH:14][S:15]([CH:18]3[CH2:23][CH2:22][NH:21][CH2:20][CH2:19]3)(=[O:17])=[O:16])=[CH:11][CH:12]=2)[CH:7]=[N:6]1.